From a dataset of Full USPTO retrosynthesis dataset with 1.9M reactions from patents (1976-2016). Predict the reactants needed to synthesize the given product. (1) Given the product [F:12][C:13]([F:18])([F:17])[C:14]([CH3:16])([OH:15])[C:6]#[C:5][Si:2]([CH3:4])([CH3:3])[CH3:1], predict the reactants needed to synthesize it. The reactants are: [CH3:1][Si:2]([C:5]#[CH:6])([CH3:4])[CH3:3].[Li]CCCC.[F:12][C:13]([F:18])([F:17])[C:14]([CH3:16])=[O:15].[NH4+].[Cl-]. (2) Given the product [Cl:1][C:2]1[CH:3]=[C:23]([CH:7]=[CH:8][C:9]=1[S:10]([N:13]1[CH2:17][CH2:16][CH2:15][CH2:14]1)(=[O:12])=[O:11])[C:22]([OH:18])=[O:24], predict the reactants needed to synthesize it. The reactants are: [Cl:1][C:2]1[CH:3]=C([CH:7]=[CH:8][C:9]=1[S:10]([N:13]1[CH2:17][CH2:16][CH2:15][CH2:14]1)(=[O:12])=[O:11])C#N.[OH-:18].[Na+].ClCl.[CH2:22]([OH:24])[CH3:23]. (3) Given the product [ClH:26].[CH3:27][C:17]1[CH:22]=[CH:21][C:20]([S:23]([N:4]([CH3:3])[C@H:5]2[CH2:9][CH2:8][C@@H:7]([N:10]3[CH2:15][CH2:14][CH:13]([CH3:16])[CH2:12][CH2:11]3)[CH2:6]2)(=[O:25])=[O:24])=[CH:19][CH:18]=1, predict the reactants needed to synthesize it. The reactants are: Cl.Cl.[CH3:3][NH:4][C@H:5]1[CH2:9][CH2:8][C@@H:7]([N:10]2[CH2:15][CH2:14][CH:13]([CH3:16])[CH2:12][CH2:11]2)[CH2:6]1.[C:17]1([CH3:27])[CH:22]=[CH:21][C:20]([S:23]([Cl:26])(=[O:25])=[O:24])=[CH:19][CH:18]=1. (4) The reactants are: [NH2:1][CH2:2][C@H:3]1[N:8]([C:9]([C:11]2[N:12]=[C:13]([CH3:23])[S:14][C:15]=2[C:16]2[CH:17]=[C:18]([CH3:22])[CH:19]=[CH:20][CH:21]=2)=[O:10])[CH2:7][C@H:6]2[C@@H:4]1[CH2:5]2.[CH3:24][N:25]1[C:29]([C:30](O)=[O:31])=[CH:28][C:27]([CH3:33])=[N:26]1. Given the product [CH3:23][C:13]1[S:14][C:15]([C:16]2[CH:17]=[C:18]([CH3:22])[CH:19]=[CH:20][CH:21]=2)=[C:11]([C:9]([N:8]2[CH2:7][C@H:6]3[C@H:4]([CH2:5]3)[C@H:3]2[CH2:2][NH:1][C:30]([C:29]2[N:25]([CH3:24])[N:26]=[C:27]([CH3:33])[CH:28]=2)=[O:31])=[O:10])[N:12]=1, predict the reactants needed to synthesize it. (5) The reactants are: [C-:1]#[N:2].[K+].[CH:4]1([CH:9]=[O:10])[CH2:8][CH2:7][CH2:6][CH2:5]1. Given the product [CH:4]1([CH:9]([OH:10])[C:1]#[N:2])[CH2:8][CH2:7][CH2:6][CH2:5]1, predict the reactants needed to synthesize it.